This data is from Experimentally validated miRNA-target interactions with 360,000+ pairs, plus equal number of negative samples. The task is: Binary Classification. Given a miRNA mature sequence and a target amino acid sequence, predict their likelihood of interaction. (1) The miRNA is hsa-miR-653-3p with sequence UUCACUGGAGUUUGUUUCAAUA. The protein sequence of the target gene is MSDESASGSDPDLDPDVELEDAEEEEEEEEVAVEECDRDDEEDLLDDPSLEGMCGTEHAQLGEDGQQPPRCTSTTSSQSEPSEQLRRHQGKNLASEDPKKKRAQKPSHMRRNIRKLLREDQLEPVTKAAQQEELERRKRLEQQRKDYAAPIPTVPLEFLPEEIALRASDGPQLPPRVLAQEVICLDSSSGSEDEKSSRDEVIELSSGEEDTLHIVDSSESVSEDDEEEEKGGTHVNDVLNQRDALGRVLVNLNHPPEEENVFLAPQLARAVKPHQIGGIRFLYDNLVESLERFKTSSGFG.... Result: 1 (interaction). (2) The miRNA is hsa-let-7e-5p with sequence UGAGGUAGGAGGUUGUAUAGUU. The protein sequence of the target gene is MTGKSVKDVDRYQAVLANLLLEEDNKFCADCQSKGPRWASWNIGVFICIRCAGIHRNLGVHISRVKSVNLDQWTQEQIQCMQEMGNGKANRLYEAYLPETFRRPQIDPAVEGFIRDKYEKKKYMDRSLDINAFRKEKDDKWKRGSEPVPEKKLEPVVFEKVKMPQKKEDPQLPRKSSPKSTAPVMDLLGLDAPVACSIANSKTSNTLEKDLDLLASVPSPSSSGSRKVVGSMPTAGSAGSVPENLNLFPEPGSKSEEIGKKQLSKDSILSLYGSQTPQMPTQAMFMAPAQMAYPTAYPSF.... Result: 1 (interaction). (3) The miRNA is hsa-miR-520c-5p with sequence CUCUAGAGGGAAGCACUUUCUG. The protein sequence of the target gene is MVGVPGAAAFQLGCEKRVPAMPGSPVEVKIQSRSSPPIMPPLPPINPGGPRPVSFTPTALSNGINHSPPTLNGAPSPPQRFSNGPASSTSSALTNQQLPATCGARQLSKLKRFLTTLQQFGNDISPEIGEKVRTLVLALVNSTVTIEEFHCKLQEATNFPLRPFVIPFLKANLPLLQRELLHCARAAKQTPSQYLAQHEHLLLNTSIASPADSSELLMEVHGNGKRPSPERRDENNFERDTVPPEPPAKRVCTISPAPRHSPALTVPLMNPGGQFHPTPPPLQHYTLEDIATSHLYREPN.... Result: 0 (no interaction). (4) The miRNA is hsa-miR-4691-3p with sequence CCAGCCACGGACUGAGAGUGCAU. The protein sequence of the target gene is MGNVQERPSETIDRERKRLVETLQADSGLLLDALVARGVLTGPEYEALDALPDAERRVRRLLLLVQSKGEAACQELLRCAQQTVRMPDPAWDWQHVGPGYRNRSYDPSCPGHWTPEAPSSGTTCPELPRASEQEEVGGPEGSEALQPRTPEEPELEAEATEGDEPDLEQEMNPEQEPEPEPEPEPEPEPEPEPEPEPEPEPEPEPEPEPDFQEEDESEDS. Result: 0 (no interaction). (5) The miRNA is hsa-miR-98-5p with sequence UGAGGUAGUAAGUUGUAUUGUU. The protein sequence of the target gene is MATGGGAEEERKRGRPQLLPPARPAARGEEADGGREKMGWAQVVKNLAEKKGEFREPRPPRREEESGGGGGSAGLGGPAGLAAPDLGDFPPAGRGDPKGRRRDPAGEAVDPRKKKGAAEAGRRKKAEAAAAAMATPARPGEAEDAAERPLQDEPAAAAGPGKGRFLVRICFQGDEGACPTRDFVVGALILRSIGMDPSDIYAVIQIPGSREFDVSFRSAEKLALFLRVYEEKREQEDCWENFVVLGRSKSSLKTLFILFRNETVDVEDIVTWLKRHCDVLAVPVKVTDRFGIWTGEYKCE.... Result: 1 (interaction).